This data is from Forward reaction prediction with 1.9M reactions from USPTO patents (1976-2016). The task is: Predict the product of the given reaction. (1) Given the reactants [C:1]1([C:11]2[O:12][C:13](=[O:21])[C:14]3[N:20]=[CH:19][CH:18]=[CH:17][C:15]=3[N:16]=2)[C:10]2[C:5](=[CH:6][CH:7]=[CH:8][CH:9]=2)[CH:4]=[CH:3][CH:2]=1.[N:22]1([C:28]2[CH:33]=[CH:32][C:31]([CH2:34][NH2:35])=[CH:30][CH:29]=2)[CH2:27][CH2:26][O:25][CH2:24][CH2:23]1, predict the reaction product. The product is: [N:22]1([C:28]2[CH:29]=[CH:30][C:31]([CH2:34][NH:35][C:13]([C:14]3[C:15]([NH:16][C:11]([C:1]4[C:10]5[C:5](=[CH:6][CH:7]=[CH:8][CH:9]=5)[CH:4]=[CH:3][CH:2]=4)=[O:12])=[CH:17][CH:18]=[CH:19][N:20]=3)=[O:21])=[CH:32][CH:33]=2)[CH2:27][CH2:26][O:25][CH2:24][CH2:23]1. (2) Given the reactants [NH2:1][CH2:2][C@@H:3]([C@H:5]([C@@H:7]([C@@H:9]([CH2:11][OH:12])[OH:10])[OH:8])[OH:6])[OH:4].[C:13](O[C:13]([O:15][C:16]([CH3:19])([CH3:18])[CH3:17])=[O:14])([O:15][C:16]([CH3:19])([CH3:18])[CH3:17])=[O:14], predict the reaction product. The product is: [C:16]([O:15][C:13]([NH:1][CH2:2][CH:3]([CH:5]([CH:7]([CH:9]([CH2:11][OH:12])[OH:10])[OH:8])[OH:6])[OH:4])=[O:14])([CH3:19])([CH3:18])[CH3:17]. (3) Given the reactants FC1C=NC2C(N=1)=C([C:12]1[NH:20][C:19]3[CH2:18][CH2:17][NH:16][C:15](=[O:21])[C:14]=3[CH:13]=1)C=CC=2.Cl.CC1(N)CC1.CCN(C(C)C)C(C)C, predict the reaction product. The product is: [NH:20]1[C:19]2[CH2:18][CH2:17][NH:16][C:15](=[O:21])[C:14]=2[CH:13]=[CH:12]1. (4) Given the reactants [CH2:1]=[CH:2][CH:3]=[N:4]/[C:5](/[C:10]#[N:11])=[C:6](/[NH2:9])\[C:7]#[N:8].C([O-])(=O)C.C([O-])(=O)C.C([O-])(=O)C.C([O-])(=O)C.[Pb+4].C=CC=N/C(/C#N)=C(/N)\C#N.C(#N)C, predict the reaction product. The product is: [CH:2]([C:3]1[NH:4][C:5]([C:10]#[N:11])=[C:6]([C:7]#[N:8])[N:9]=1)=[CH2:1]. (5) Given the reactants OC1C=CC=CC=1/C=[N:5]\[C@@H:6]1[C:13](=[O:14])[N:12]2[C@@H:7]1[S:8][CH2:9][C:10]([CH:27]=[CH2:28])=[C:11]2[C:15]([O:17]CC1C=CC(OC)=CC=1)=[O:16].O.CS(O[C:39](=[O:57])/[C:40](/[C:51]1[N:52]=[C:53]([NH2:56])[S:54][CH:55]=1)=[N:41]\[O:42][CH2:43][C:44]([O:46]C(C)(C)C)=[O:45])(=O)=O.ClCCl, predict the reaction product. The product is: [NH2:56][C:53]1[S:54][CH:55]=[C:51](/[C:40](=[N:41]/[O:42][CH2:43][C:44]([OH:46])=[O:45])/[C:39]([NH:5][C@@H:6]2[C:13](=[O:14])[N:12]3[C@@H:7]2[S:8][CH2:9][C:10]([CH:27]=[CH2:28])=[C:11]3[C:15]([OH:17])=[O:16])=[O:57])[N:52]=1. (6) Given the reactants [Br:1][C:2]1[C:3]([C:12]2[O:13][CH:14]=[CH:15][CH:16]=2)=[N:4][C:5]([NH2:11])=[N:6][C:7]=1S(C)=O.[CH2:17]([OH:26])/[CH:18]=[CH:19]/[C:20]1[CH:25]=[CH:24][CH:23]=[CH:22][CH:21]=1.C1CCN2C(=NCCC2)CC1, predict the reaction product. The product is: [Br:1][C:2]1[C:3]([C:12]2[O:13][CH:14]=[CH:15][CH:16]=2)=[N:4][C:5]([NH2:11])=[N:6][C:7]=1[O:26][CH2:17][CH:18]=[CH:19][C:20]1[CH:25]=[CH:24][CH:23]=[CH:22][CH:21]=1. (7) Given the reactants O1CC[O:3][CH:2]1[C:6]1[CH:11]=[C:10]([O:12][CH3:13])[N:9]=[CH:8][C:7]=1[O:14][CH2:15][C:16]1[C:17]([C:22]([OH:24])=[O:23])=[N:18][CH:19]=[CH:20][CH:21]=1.O=S(Cl)Cl.[CH3:29]O, predict the reaction product. The product is: [CH:2]([C:6]1[CH:11]=[C:10]([O:12][CH3:13])[N:9]=[CH:8][C:7]=1[O:14][CH2:15][C:16]1[C:17]([C:22]([O:24][CH3:29])=[O:23])=[N:18][CH:19]=[CH:20][CH:21]=1)=[O:3].